This data is from Reaction yield outcomes from USPTO patents with 853,638 reactions. The task is: Predict the reaction yield, written as a fraction of the theoretical maximum amount of product (1.0 means a 100% yield; for example, 0.34 means a 34% yield). The reactants are [C:1]1([C:18]2[CH:23]=[CH:22][CH:21]=[CH:20][CH:19]=2)[CH:6]=[CH:5][C:4]([C:7]([CH2:9][CH2:10][CH2:11][CH2:12][CH2:13][CH2:14][C:15]([OH:17])=O)=[O:8])=[CH:3][CH:2]=1.C(N(CC)CC)C.F[P-](F)(F)(F)(F)F.[N:38]1(O[P+](N(C)C)(N(C)C)N(C)C)[C:42]2[CH:43]=[CH:44][CH:45]=[CH:46][C:41]=2N=N1.NC1C=CC=CC=1. The catalyst is ClCCl. The product is [C:42]1([NH:38][C:15](=[O:17])[CH2:14][CH2:13][CH2:12][CH2:11][CH2:10][CH2:9][C:7]([C:4]2[CH:5]=[CH:6][C:1]([C:18]3[CH:19]=[CH:20][CH:21]=[CH:22][CH:23]=3)=[CH:2][CH:3]=2)=[O:8])[CH:43]=[CH:44][CH:45]=[CH:46][CH:41]=1. The yield is 0.200.